Dataset: Catalyst prediction with 721,799 reactions and 888 catalyst types from USPTO. Task: Predict which catalyst facilitates the given reaction. (1) Reactant: Br[C:2]1[CH:3]=[C:4]([C:8]2[NH:17][C:16](=[O:18])[C:15]3[C:10](=[CH:11][C:12]([O:21][CH3:22])=[CH:13][C:14]=3[O:19][CH3:20])[N:9]=2)[CH:5]=[CH:6][CH:7]=1.[CH:23]([N:26]1[CH2:31][CH2:30][NH:29][CH2:28][CH2:27]1)([CH3:25])[CH3:24].CC(C)([O-])C.[K+].C1(P(C2C=CC=CC=2)C2C=CC3C(=CC=CC=3)C=2C2C3C(=CC=CC=3)C=CC=2P(C2C=CC=CC=2)C2C=CC=CC=2)C=CC=CC=1. The catalyst class is: 110. Product: [CH:23]([N:26]1[CH2:31][CH2:30][N:29]([C:2]2[CH:3]=[C:4]([C:8]3[NH:17][C:16](=[O:18])[C:15]4[C:10](=[CH:11][C:12]([O:21][CH3:22])=[CH:13][C:14]=4[O:19][CH3:20])[N:9]=3)[CH:5]=[CH:6][CH:7]=2)[CH2:28][CH2:27]1)([CH3:25])[CH3:24]. (2) Product: [CH2:1]([C:3]1[N:4]([C:28]2[CH:33]=[CH:32][C:31]([O:34][CH:38]3[CH2:37][CH2:36][CH2:35][C@H:39]3[OH:40])=[CH:30][CH:29]=2)[C:5](=[O:27])[C:6]([CH2:12][C:13]2[CH:18]=[CH:17][C:16]([C:19]3[C:20]([C:25]#[N:26])=[CH:21][CH:22]=[CH:23][CH:24]=3)=[CH:15][CH:14]=2)=[C:7]([CH2:9][CH2:10][CH3:11])[N:8]=1)[CH3:2]. The catalyst class is: 80. Reactant: [CH2:1]([C:3]1[N:4]([C:28]2[CH:33]=[CH:32][C:31]([OH:34])=[CH:30][CH:29]=2)[C:5](=[O:27])[C:6]([CH2:12][C:13]2[CH:18]=[CH:17][C:16]([C:19]3[C:20]([C:25]#[N:26])=[CH:21][CH:22]=[CH:23][CH:24]=3)=[CH:15][CH:14]=2)=[C:7]([CH2:9][CH2:10][CH3:11])[N:8]=1)[CH3:2].[CH:35]12[O:40][CH:39]1[CH2:38][CH2:37][CH2:36]2.C(=O)([O-])[O-].[Cs+].[Cs+].